This data is from Oral bioavailability binary classification data from Ma et al.. The task is: Regression/Classification. Given a drug SMILES string, predict its absorption, distribution, metabolism, or excretion properties. Task type varies by dataset: regression for continuous measurements (e.g., permeability, clearance, half-life) or binary classification for categorical outcomes (e.g., BBB penetration, CYP inhibition). Dataset: bioavailability_ma. The drug is CC(=O)[C@H]1CC[C@H]2[C@@H]3CCC4=CC(=O)CC[C@]4(C)[C@H]3CC[C@]12C. The result is 1 (high bioavailability).